Dataset: Reaction yield outcomes from USPTO patents with 853,638 reactions. Task: Predict the reaction yield, written as a fraction of the theoretical maximum amount of product (1.0 means a 100% yield; for example, 0.34 means a 34% yield). (1) The reactants are C(C1C=C(O)C(=O)NN=1)C.C([O:18][C:19]1[CH:20]=[C:21]([N:33]([CH3:35])[CH3:34])[N:22]=[N:23][C:24]=1[O:25]CC1C=CC=CC=1)C1C=CC=CC=1. No catalyst specified. The product is [CH3:34][N:33]([CH3:35])[C:21]1[CH:20]=[C:19]([OH:18])[C:24](=[O:25])[NH:23][N:22]=1. The yield is 0.150. (2) The reactants are C(O[C:5](=[O:7])[CH3:6])(=O)C.[NH2:8][C:9]1[CH:10]=[CH:11][C:12]([Cl:17])=[C:13]([CH:16]=1)[C:14]#[N:15].C1(C)C=CC=CC=1.O. The catalyst is CCOC(C)=O. The product is [Cl:17][C:12]1[CH:11]=[CH:10][C:9]([NH:8][C:5](=[O:7])[CH3:6])=[CH:16][C:13]=1[C:14]#[N:15]. The yield is 0.920. (3) The reactants are [C:1]1([C:9]2[CH:14]=[C:13]([C:15](OC)=[O:16])[CH:12]=[CH:11][C:10]=2[C:19]2[CH:24]=[C:23]([O:25][CH3:26])[CH:22]=[CH:21][C:20]=2[F:27])[CH2:8][CH2:7][CH2:6][CH2:5][CH2:4][CH2:3][CH:2]=1.C1COCC1.[H-].[H-].[H-].[H-].[Li+].[Al+3].[OH-].[Na+]. No catalyst specified. The product is [C:1]1([C:9]2[CH:14]=[C:13]([CH2:15][OH:16])[CH:12]=[CH:11][C:10]=2[C:19]2[CH:24]=[C:23]([O:25][CH3:26])[CH:22]=[CH:21][C:20]=2[F:27])[CH2:8][CH2:7][CH2:6][CH2:5][CH2:4][CH2:3][CH:2]=1. The yield is 1.20. (4) The reactants are [I:1][C:2]1[CH:3]=[C:4]2[C:9](=[CH:10][CH:11]=1)[O:8][C@@H:7]([C:12](O)=[O:13])[CH2:6][CH2:5]2.B.C1COCC1.O.C([O-])(O)=O.[Na+]. The catalyst is C1COCC1. The product is [I:1][C:2]1[CH:3]=[C:4]2[C:9](=[CH:10][CH:11]=1)[O:8][C@@H:7]([CH2:12][OH:13])[CH2:6][CH2:5]2. The yield is 1.00. (5) The reactants are [CH2:1]([OH:4])[CH2:2][OH:3].[O:5]1[CH2:9][CH2:8][CH2:7][CH2:6]1.N1C=C[CH:13]=[CH:12][CH:11]=1.[C:16](Cl)(=[O:23])[C:17]1[CH:22]=[CH:21][CH:20]=[CH:19][CH:18]=1. The catalyst is O. The product is [C:9]([O:3][CH2:2][CH2:1][O:4][C:16](=[O:23])[C:17]1[CH:22]=[CH:21][CH:20]=[CH:19][CH:18]=1)(=[O:5])[C:8]1[CH:13]=[CH:12][CH:11]=[CH:6][CH:7]=1. The yield is 0.920. (6) The reactants are [ClH:1].C(OC(=O)[NH:8][CH2:9][CH2:10][CH2:11][CH2:12][CH2:13][CH2:14][CH2:15][CH2:16][CH2:17][CH2:18][C:19](=[O:27])[NH:20][CH2:21][CH2:22][CH2:23][N:24]([CH3:26])[CH3:25])(C)(C)C. The catalyst is O1CCOCC1.ClCCl. The product is [ClH:1].[ClH:1].[CH3:26][N:24]([CH3:25])[CH2:23][CH2:22][CH2:21][NH:20][C:19](=[O:27])[CH2:18][CH2:17][CH2:16][CH2:15][CH2:14][CH2:13][CH2:12][CH2:11][CH2:10][CH2:9][NH2:8]. The yield is 0.860. (7) The yield is 0.400. The product is [CH:7]1([O:6][CH2:1][CH2:2][CH2:3][CH2:4][CH3:5])[CH2:12][CH2:11][CH2:10][CH2:9][CH2:8]1. The reactants are [CH2:1]([OH:6])[CH2:2][CH2:3][CH2:4][CH3:5].[CH2:7]1[CH2:12][CH2:11][CH2:10][CH2:9][CH2:8]1.C(OOC(C)(C)C)(C)(C)C. No catalyst specified. (8) The reactants are COC1C=C(OC)C=CC=1C[N:6]1[CH2:10][CH2:9][C:8]([CH3:12])([CH3:11])[S:7]1(=[O:14])=[O:13].FC(F)(F)C(O)=O. The catalyst is C(Cl)Cl. The product is [CH3:11][C:8]1([CH3:12])[S:7](=[O:14])(=[O:13])[NH:6][CH2:10][CH2:9]1. The yield is 0.860. (9) The reactants are [CH2:1]([S:8][C:9]1[N:17]=[C:16]2[C:12]([N:13]=[CH:14][NH:15]2)=[C:11]([NH2:18])[N:10]=1)[C:2]1[CH:7]=[CH:6][CH:5]=[CH:4][CH:3]=1.[H-].[Na+].[CH:21]1(Cl)[CH2:25][CH2:24][CH2:23][CH2:22]1. The catalyst is CN(C=O)C.O. The product is [CH2:1]([S:8][C:9]1[N:17]=[C:16]2[C:12]([N:13]=[CH:14][N:15]2[CH:21]2[CH2:25][CH2:24][CH2:23][CH2:22]2)=[C:11]([NH2:18])[N:10]=1)[C:2]1[CH:7]=[CH:6][CH:5]=[CH:4][CH:3]=1. The yield is 0.320. (10) The reactants are [N:1]1[CH:6]=[CH:5][CH:4]=[C:3]([C:7]([C:9]2[CH:18]=[C:17]3[C:12]([CH:13]=[C:14]([C:23]([O:25]CC)=[O:24])[CH:15]([C:19]([F:22])([F:21])[F:20])[O:16]3)=[CH:11][CH:10]=2)=[O:8])[CH:2]=1.[OH-].[Na+]. The catalyst is CO.C1COCC1. The product is [N:1]1[CH:6]=[CH:5][CH:4]=[C:3]([C:7]([C:9]2[CH:18]=[C:17]3[C:12]([CH:13]=[C:14]([C:23]([OH:25])=[O:24])[CH:15]([C:19]([F:21])([F:22])[F:20])[O:16]3)=[CH:11][CH:10]=2)=[O:8])[CH:2]=1. The yield is 0.410.